From a dataset of Peptide-MHC class II binding affinity with 134,281 pairs from IEDB. Regression. Given a peptide amino acid sequence and an MHC pseudo amino acid sequence, predict their binding affinity value. This is MHC class II binding data. (1) The peptide sequence is SLGVGADQGCAINFG. The MHC is HLA-DQA10501-DQB10303 with pseudo-sequence HLA-DQA10501-DQB10303. The binding affinity (normalized) is 0.428. (2) The peptide sequence is TIPNIMFFSTMKRPS. The MHC is DRB1_1501 with pseudo-sequence DRB1_1501. The binding affinity (normalized) is 0.644.